This data is from Forward reaction prediction with 1.9M reactions from USPTO patents (1976-2016). The task is: Predict the product of the given reaction. (1) The product is: [CH3:24][C:23]1[CH:22]=[CH:21][C:17]([C:18]([OH:20])=[O:19])=[CH:16][C:15]=1[N:9]1[C:8](=[O:25])[C:7]2[C:12](=[CH:13][CH:14]=[C:5]([O:4][CH2:3][CH2:2][N:26]3[CH2:31][CH2:30][CH2:29][CH2:28][CH2:27]3)[CH:6]=2)[N:11]=[CH:10]1. Given the reactants Cl[CH2:2][CH2:3][O:4][C:5]1[CH:6]=[C:7]2[C:12](=[CH:13][CH:14]=1)[N:11]=[CH:10][N:9]([C:15]1[CH:16]=[C:17]([CH:21]=[CH:22][C:23]=1[CH3:24])[C:18]([OH:20])=[O:19])[C:8]2=[O:25].[NH:26]1[CH2:31][CH2:30][CH2:29][CH2:28][CH2:27]1.C(N(CC)C(C)C)(C)C.[N-]=C=O, predict the reaction product. (2) Given the reactants Br[C:2]1[CH:3]=[C:4]([S:9]([NH:12][C:13]2[CH:22]=[CH:21][C:16]([C:17]([O:19][CH3:20])=[O:18])=[C:15]([OH:23])[CH:14]=2)(=[O:11])=[O:10])[CH:5]=[N:6][C:7]=1[Cl:8].[F:24][C:25]1[CH:26]=[C:27](B(O)O)[CH:28]=[CH:29][CH:30]=1, predict the reaction product. The product is: [Cl:8][C:7]1[N:6]=[CH:5][C:4]([S:9]([NH:12][C:13]2[CH:22]=[CH:21][C:16]([C:17]([O:19][CH3:20])=[O:18])=[C:15]([OH:23])[CH:14]=2)(=[O:11])=[O:10])=[CH:3][C:2]=1[C:29]1[CH:28]=[CH:27][CH:26]=[C:25]([F:24])[CH:30]=1. (3) The product is: [CH:33]1([C@H:31]([NH:30][C:4]2[N:3]=[C:2]([C:38]#[N:40])[N:10]=[C:9]3[C:5]=2[N:6]([CH2:19][C:20]2[CH:25]=[CH:24][C:23]([C:26]([F:28])([F:29])[F:27])=[CH:22][CH:21]=2)[C:7]([CH2:11][O:12][C:13]2[CH:14]=[CH:15][CH:16]=[CH:17][CH:18]=2)=[N:8]3)[CH3:32])[CH2:34][CH2:35][CH2:36]1. Given the reactants Cl[C:2]1[N:10]=[C:9]2[C:5]([N:6]([CH2:19][C:20]3[CH:25]=[CH:24][C:23]([C:26]([F:29])([F:28])[F:27])=[CH:22][CH:21]=3)[C:7]([CH2:11][O:12][C:13]3[CH:18]=[CH:17][CH:16]=[CH:15][CH:14]=3)=[N:8]2)=[C:4]([NH:30][C@@H:31]([CH:33]2[CH2:36][CH2:35][CH2:34]2)[CH3:32])[N:3]=1.C[C:38]([N:40](C)C)=O, predict the reaction product. (4) Given the reactants [CH2:1]([OH:7])[CH2:2][CH2:3][CH2:4][CH2:5][OH:6].[Cl-].[OH-].[Na+].O1C[CH2:14][CH2:13][CH2:12]1, predict the reaction product. The product is: [CH2:14]([O:6][CH2:5][CH2:4][CH2:3][CH2:2][CH2:1][OH:7])[C:13]#[CH:12]. (5) The product is: [CH2:26]([O:25][C:21](=[O:24])[NH:22][N:23]1[C:1]([C:2]2[CH:7]=[CH:6][CH:5]=[CH:4][CH:3]=2)=[C:9]2[C:14]([N:13]([CH3:17])[C:12](=[O:18])[N:11]([CH3:19])[C:10]2=[O:20])=[CH:15]1)[C:27]1[CH:32]=[CH:31][CH:30]=[CH:29][CH:28]=1. Given the reactants [C:1]([C:9]1[C:10](=[O:20])[N:11]([CH3:19])[C:12](=[O:18])[N:13]([CH3:17])[C:14]=1[CH2:15]Br)(=O)[C:2]1[CH:7]=[CH:6][CH:5]=[CH:4][CH:3]=1.[C:21]([O:25][CH2:26][C:27]1[CH:32]=[CH:31][CH:30]=[CH:29][CH:28]=1)(=[O:24])[NH:22][NH2:23].C(N(CC)CC)C, predict the reaction product. (6) Given the reactants [CH3:1][NH:2][C:3]([C:5]1[N:6]=[CH:7][C:8]([O:11][C:12]2[CH:29]=[CH:28][C:15]3[CH2:16][CH2:17][N:18]([C:21](OC(C)(C)C)=O)[CH2:19][CH2:20][C:14]=3[CH:13]=2)=[N:9][CH:10]=1)=[O:4].[CH3:30][CH:31]1[CH2:35]C[C:33](=O)[CH2:32]1, predict the reaction product. The product is: [CH3:1][NH:2][C:3]([C:5]1[CH:10]=[N:9][C:8]([O:11][C:12]2[CH:29]=[CH:28][C:15]3[CH2:16][CH2:17][N:18]([CH:21]4[CH2:33][CH2:32][CH:31]([CH3:35])[CH2:30]4)[CH2:19][CH2:20][C:14]=3[CH:13]=2)=[CH:7][N:6]=1)=[O:4]. (7) Given the reactants [CH3:1][O:2][C:3](=[O:14])[C:4]1[CH:9]=[CH:8][C:7]([OH:10])=[C:6]([N+:11]([O-])=O)[CH:5]=1.C([O-])=O.[NH4+], predict the reaction product. The product is: [CH3:1][O:2][C:3](=[O:14])[C:4]1[CH:9]=[CH:8][C:7]([OH:10])=[C:6]([NH2:11])[CH:5]=1.